From a dataset of Peptide-MHC class I binding affinity with 185,985 pairs from IEDB/IMGT. Regression. Given a peptide amino acid sequence and an MHC pseudo amino acid sequence, predict their binding affinity value. This is MHC class I binding data. (1) The peptide sequence is RDAVILLMCV. The MHC is Patr-B2401 with pseudo-sequence Patr-B2401. The binding affinity (normalized) is 0.565. (2) The peptide sequence is MTCIAVGMV. The MHC is HLA-A68:02 with pseudo-sequence HLA-A68:02. The binding affinity (normalized) is 0.812. (3) The peptide sequence is YFIFVRAIL. The MHC is HLA-C04:01 with pseudo-sequence HLA-C04:01. The binding affinity (normalized) is 0.0847.